This data is from NCI-60 drug combinations with 297,098 pairs across 59 cell lines. The task is: Regression. Given two drug SMILES strings and cell line genomic features, predict the synergy score measuring deviation from expected non-interaction effect. Synergy scores: CSS=5.46, Synergy_ZIP=-5.67, Synergy_Bliss=-2.42, Synergy_Loewe=-1.93, Synergy_HSA=-1.82. Drug 1: C1=CC(=CC=C1CC(C(=O)O)N)N(CCCl)CCCl.Cl. Cell line: SF-295. Drug 2: C1=CC(=CC=C1C#N)C(C2=CC=C(C=C2)C#N)N3C=NC=N3.